Dataset: Forward reaction prediction with 1.9M reactions from USPTO patents (1976-2016). Task: Predict the product of the given reaction. (1) Given the reactants [Br:1][C:2]1[S:6][C:5]([CH2:7]Br)=[N:4][C:3]=1[C:9]1[CH:16]=[CH:15][C:12]([C:13]#[N:14])=[CH:11][CH:10]=1.[F:17][C:18]1[C:26]([OH:27])=[CH:25][CH:24]=[C:23]([F:28])[C:19]=1[C:20]([NH2:22])=[O:21].C(=O)([O-])[O-].[K+].[K+], predict the reaction product. The product is: [Br:1][C:2]1[S:6][C:5]([CH2:7][O:27][C:26]2[C:18]([F:17])=[C:19]([C:23]([F:28])=[CH:24][CH:25]=2)[C:20]([NH2:22])=[O:21])=[N:4][C:3]=1[C:9]1[CH:16]=[CH:15][C:12]([C:13]#[N:14])=[CH:11][CH:10]=1. (2) Given the reactants [F:1][C:2]1[CH:16]=[CH:15][C:5]([O:6][C:7]2[CH:13]=[CH:12][C:10]([NH2:11])=[C:9]([CH3:14])[CH:8]=2)=[CH:4][CH:3]=1.[CH2:17]([O:24][CH2:25][C@H:26]([NH:30]C(OC(C)(C)C)=O)[C:27](O)=[O:28])[C:18]1[CH:23]=[CH:22][CH:21]=[CH:20][CH:19]=1, predict the reaction product. The product is: [NH2:30][C@@H:26]([CH2:25][O:24][CH2:17][C:18]1[CH:23]=[CH:22][CH:21]=[CH:20][CH:19]=1)[C:27]([NH:11][C:10]1[CH:12]=[CH:13][C:7]([O:6][C:5]2[CH:15]=[CH:16][C:2]([F:1])=[CH:3][CH:4]=2)=[CH:8][C:9]=1[CH3:14])=[O:28]. (3) Given the reactants [Cl:1][C:2]1[CH:3]=[CH:4][C:5]2[O:13][C:12]3[C:11]([N:14]4[CH2:19][C@@H:18]5[CH2:20][C@H:15]4[CH2:16][N:17]5C(OC(C)(C)C)=O)=[N:10][CH:9]=[N:8][C:7]=3[C:6]=2[CH:28]=1, predict the reaction product. The product is: [Cl:1][C:2]1[CH:3]=[CH:4][C:5]2[O:13][C:12]3[C:11]([N:14]4[CH2:19][C@@H:18]5[CH2:20][C@H:15]4[CH2:16][NH:17]5)=[N:10][CH:9]=[N:8][C:7]=3[C:6]=2[CH:28]=1.